This data is from Reaction yield outcomes from USPTO patents with 853,638 reactions. The task is: Predict the reaction yield, written as a fraction of the theoretical maximum amount of product (1.0 means a 100% yield; for example, 0.34 means a 34% yield). The reactants are [CH:1]([O-:3])=[O:2].[Li+].CCN(C(C)C)C(C)C.C(OC(=O)C)(=O)C.Br[C:22]1[CH:23]=[N:24][C:25]([C:28]2[CH:33]=[CH:32][C:31]([CH2:34][C@H:35]([NH:43][C:44](=[O:55])[C:45]3[CH:50]=[CH:49][C:48]([C:51]([CH3:54])([CH3:53])[CH3:52])=[CH:47][CH:46]=3)[C:36]([O:38][C:39]([CH3:42])([CH3:41])[CH3:40])=[O:37])=[CH:30][CH:29]=2)=[N:26][CH:27]=1. The catalyst is CN(C=O)C.C(O)(=O)CC(CC(O)=O)(C(O)=O)O.C1C=CC(P(C2C=CC=CC=2)[C-]2C=CC=C2)=CC=1.C1C=CC(P(C2C=CC=CC=2)[C-]2C=CC=C2)=CC=1.Cl[Pd]Cl.[Fe+2]. The product is [C:39]([O:38][C:36](=[O:37])[C@@H:35]([NH:43][C:44](=[O:55])[C:45]1[CH:50]=[CH:49][C:48]([C:51]([CH3:54])([CH3:53])[CH3:52])=[CH:47][CH:46]=1)[CH2:34][C:31]1[CH:32]=[CH:33][C:28]([C:25]2[N:24]=[CH:23][C:22]([C:1]([OH:3])=[O:2])=[CH:27][N:26]=2)=[CH:29][CH:30]=1)([CH3:42])([CH3:41])[CH3:40]. The yield is 0.880.